Predict the reactants needed to synthesize the given product. From a dataset of Full USPTO retrosynthesis dataset with 1.9M reactions from patents (1976-2016). (1) Given the product [OH:18][C:16]1[CH:17]=[C:2]2[C:3]([C:4]([C:6]3[CH:11]=[CH:10][C:9]([OH:12])=[CH:8][C:7]=3[OH:13])=[N:34][N:33]2[C:30]2[CH:31]=[CH:32][C:27]([O:26][CH3:25])=[CH:28][CH:29]=2)=[CH:14][CH:15]=1, predict the reactants needed to synthesize it. The reactants are: O[C:2]1[CH:17]=[C:16]([OH:18])[CH:15]=[CH:14][C:3]=1[C:4]([C:6]1[CH:11]=[CH:10][C:9]([OH:12])=[CH:8][C:7]=1[OH:13])=O.C([O-])(=O)C.[Na+].Cl.[CH3:25][O:26][C:27]1[CH:32]=[CH:31][C:30]([NH:33][NH2:34])=[CH:29][CH:28]=1. (2) Given the product [OH:8]/[N:9]=[C:10](\[NH:20][C:22](=[O:23])[O:24][C:25]1[CH:30]=[CH:29][CH:28]=[CH:27][CH:26]=1)/[CH2:11][C:12]1[CH:17]=[CH:16][C:15]([I:18])=[C:14]([CH3:19])[CH:13]=1, predict the reactants needed to synthesize it. The reactants are: C(N(CC)CC)C.[OH:8]/[N:9]=[C:10](\[NH2:20])/[CH2:11][C:12]1[CH:17]=[CH:16][C:15]([I:18])=[C:14]([CH3:19])[CH:13]=1.Cl[C:22]([O:24][C:25]1[CH:30]=[CH:29][CH:28]=[CH:27][CH:26]=1)=[O:23]. (3) Given the product [CH3:1][O:2][C:3]1[CH:11]=[CH:10][C:6]([C:7]([O:9][CH2:21][C:22]2[CH:27]=[CH:26][CH:25]=[CH:24][CH:23]=2)=[O:8])=[CH:5][C:4]=1[N+:12]([O-:14])=[O:13], predict the reactants needed to synthesize it. The reactants are: [CH3:1][O:2][C:3]1[CH:11]=[CH:10][C:6]([C:7]([OH:9])=[O:8])=[CH:5][C:4]=1[N+:12]([O-:14])=[O:13].C(=O)([O-])[O-].[Cs+].[Cs+].[CH2:21](Br)[C:22]1[CH:27]=[CH:26][CH:25]=[CH:24][CH:23]=1.Cl. (4) Given the product [CH3:20][O:19][C:16]1[CH:17]=[CH:18][C:13]([CH2:12][N:10]2[CH:9]=[C:8]3[C:21]4[N:33]=[C:31]([NH:30][C:26]5[N:25]=[C:24]([CH3:23])[CH:29]=[CH:28][N:27]=5)[S:32][C:2]=4[CH2:3][CH2:4][CH2:5][CH2:6][C:7]3=[N:11]2)=[CH:14][CH:15]=1, predict the reactants needed to synthesize it. The reactants are: Br[CH:2]1[C:21](=O)[C:8]2=[CH:9][N:10]([CH2:12][C:13]3[CH:18]=[CH:17][C:16]([O:19][CH3:20])=[CH:15][CH:14]=3)[N:11]=[C:7]2[CH2:6][CH2:5][CH2:4][CH2:3]1.[CH3:23][C:24]1[CH:29]=[CH:28][N:27]=[C:26]([NH:30][C:31]([NH2:33])=[S:32])[N:25]=1. (5) Given the product [C:13](=[O:31])([O:19][C:20]1[C:24]2[CH:25]=[C:26]([CH:34]=[O:35])[C:27]([F:30])=[C:28]([F:29])[C:23]=2[O:22][N:21]=1)[O:14][C:15]([CH3:18])([CH3:17])[CH3:16], predict the reactants needed to synthesize it. The reactants are: C(NC(C)C)(C)C.C([Li])CCC.[C:13](=[O:31])([O:19][C:20]1[C:24]2[CH:25]=[CH:26][C:27]([F:30])=[C:28]([F:29])[C:23]=2[O:22][N:21]=1)[O:14][C:15]([CH3:18])([CH3:17])[CH3:16].CN(C)[CH:34]=[O:35]. (6) Given the product [C:1]([C:5]1[N:10]=[CH:9][C:8]([C:11]2[N:12]([C:32]([N:34]3[CH2:39][CH2:38][CH:37]([CH2:40][C:41]([NH:53][CH2:52][CH2:51][C:50]4[CH:54]=[CH:55][CH:56]=[C:48]([F:47])[CH:49]=4)=[O:43])[CH2:36][CH2:35]3)=[O:33])[C@@:13]([C:25]3[CH:30]=[CH:29][C:28]([Cl:31])=[CH:27][CH:26]=3)([CH3:24])[C@@:14]([C:17]3[CH:18]=[CH:19][C:20]([Cl:23])=[CH:21][CH:22]=3)([CH3:16])[N:15]=2)=[C:7]([O:44][CH2:45][CH3:46])[CH:6]=1)([CH3:3])([CH3:4])[CH3:2], predict the reactants needed to synthesize it. The reactants are: [C:1]([C:5]1[N:10]=[CH:9][C:8]([C:11]2[N:12]([C:32]([N:34]3[CH2:39][CH2:38][CH:37]([CH2:40][C:41]([OH:43])=O)[CH2:36][CH2:35]3)=[O:33])[C@@:13]([C:25]3[CH:30]=[CH:29][C:28]([Cl:31])=[CH:27][CH:26]=3)([CH3:24])[C@@:14]([C:17]3[CH:22]=[CH:21][C:20]([Cl:23])=[CH:19][CH:18]=3)([CH3:16])[N:15]=2)=[C:7]([O:44][CH2:45][CH3:46])[CH:6]=1)([CH3:4])([CH3:3])[CH3:2].[F:47][C:48]1[CH:49]=[C:50]([CH:54]=[CH:55][CH:56]=1)[CH2:51][CH2:52][NH2:53]. (7) Given the product [CH3:11][C:12]1([C:27]([O:29][CH3:30])=[O:28])[CH2:16][CH2:15][N:14]([C:17]([O:19][CH2:20][C:21]2[CH:26]=[CH:25][CH:24]=[CH:23][CH:22]=2)=[O:18])[CH2:13]1, predict the reactants needed to synthesize it. The reactants are: C[Si]([N-][Si](C)(C)C)(C)C.[Li+].[CH3:11][C:12]1([C:27]([O-:29])=[O:28])[CH2:16][CH2:15][N:14]([C:17]([O:19][CH2:20][C:21]2[CH:26]=[CH:25][CH:24]=[CH:23][CH:22]=2)=[O:18])[CH2:13]1.[CH3:30]I.[Cl-].[NH4+]. (8) Given the product [CH3:1][O:2][C:3]1[C:8]([CH2:9][C:10]2[S:14][C:13]([NH:15][C:23](=[O:24])[CH:22]([C:16]3[CH:21]=[CH:20][CH:19]=[CH:18][CH:17]=3)[CH2:26][CH3:27])=[N:12][CH:11]=2)=[CH:7][CH:6]=[CH:5][N:4]=1, predict the reactants needed to synthesize it. The reactants are: [CH3:1][O:2][C:3]1[C:8]([CH2:9][C:10]2[S:14][C:13]([NH2:15])=[N:12][CH:11]=2)=[CH:7][CH:6]=[CH:5][N:4]=1.[C:16]1([CH:22]([CH2:26][CH3:27])[C:23](O)=[O:24])[CH:21]=[CH:20][CH:19]=[CH:18][CH:17]=1.C(N(CC)CC)C.F[P-](F)(F)(F)(F)F.N1(OC(N(C)C)=[N+](C)C)C2N=CC=CC=2N=N1.